Dataset: NCI-60 drug combinations with 297,098 pairs across 59 cell lines. Task: Regression. Given two drug SMILES strings and cell line genomic features, predict the synergy score measuring deviation from expected non-interaction effect. (1) Drug 1: C1=CC(=CC=C1CC(C(=O)O)N)N(CCCl)CCCl.Cl. Drug 2: C1=CN(C(=O)N=C1N)C2C(C(C(O2)CO)O)O.Cl. Cell line: SNB-19. Synergy scores: CSS=27.4, Synergy_ZIP=-6.51, Synergy_Bliss=-0.479, Synergy_Loewe=-9.17, Synergy_HSA=-1.27. (2) Drug 1: C1=CC=C(C(=C1)C(C2=CC=C(C=C2)Cl)C(Cl)Cl)Cl. Drug 2: C1CCC(C(C1)N)N.C(=O)(C(=O)[O-])[O-].[Pt+4]. Cell line: NCI-H522. Synergy scores: CSS=23.0, Synergy_ZIP=2.27, Synergy_Bliss=5.66, Synergy_Loewe=-20.4, Synergy_HSA=3.76. (3) Drug 1: CN1C(=O)N2C=NC(=C2N=N1)C(=O)N. Drug 2: C1=NC2=C(N1)C(=S)N=CN2. Cell line: SF-539. Synergy scores: CSS=35.0, Synergy_ZIP=1.41, Synergy_Bliss=0.497, Synergy_Loewe=-40.2, Synergy_HSA=1.29. (4) Cell line: OVCAR-8. Drug 2: C1=NC2=C(N1)C(=S)N=CN2. Drug 1: C1=NC2=C(N=C(N=C2N1C3C(C(C(O3)CO)O)O)F)N. Synergy scores: CSS=71.2, Synergy_ZIP=-3.67, Synergy_Bliss=-0.105, Synergy_Loewe=1.59, Synergy_HSA=3.70. (5) Drug 1: C1=NC2=C(N1)C(=S)N=C(N2)N. Drug 2: C1=CC=C(C(=C1)C(C2=CC=C(C=C2)Cl)C(Cl)Cl)Cl. Cell line: NCIH23. Synergy scores: CSS=41.1, Synergy_ZIP=-0.253, Synergy_Bliss=1.74, Synergy_Loewe=-10.5, Synergy_HSA=2.21. (6) Drug 2: CC1=C(C(=O)C2=C(C1=O)N3CC4C(C3(C2COC(=O)N)OC)N4)N. Drug 1: C1=CC=C(C=C1)NC(=O)CCCCCCC(=O)NO. Cell line: A549. Synergy scores: CSS=37.3, Synergy_ZIP=3.29, Synergy_Bliss=5.29, Synergy_Loewe=-6.52, Synergy_HSA=3.23.